This data is from Forward reaction prediction with 1.9M reactions from USPTO patents (1976-2016). The task is: Predict the product of the given reaction. (1) Given the reactants [CH3:1][O:2][C:3]1[CH:4]=[C:5]([OH:17])[CH:6]=[C:7]([CH3:16])[C:8]=1[CH2:9][N:10]1[CH2:15][CH2:14][CH2:13][CH2:12][CH2:11]1.N1C=CC=CC=1.[F:24][C:25]([F:31])([F:30])[S:26](Cl)(=[O:28])=[O:27], predict the reaction product. The product is: [CH3:1][O:2][C:3]1[CH:4]=[C:5]([O:17][S:26]([C:25]([F:31])([F:30])[F:24])(=[O:28])=[O:27])[CH:6]=[C:7]([CH3:16])[C:8]=1[CH2:9][N:10]1[CH2:15][CH2:14][CH2:13][CH2:12][CH2:11]1. (2) Given the reactants [CH3:1][O:2][C:3]1[CH:12]=[CH:11][CH:10]=[C:9]2[C:4]=1[CH2:5][CH2:6][CH2:7][C@H:8]2[NH:13][C@@H](C1C=CC=CC=1)CO.CN.I(O)(=O)(=O)=O, predict the reaction product. The product is: [CH3:1][O:2][C:3]1[CH:12]=[CH:11][CH:10]=[C:9]2[C:4]=1[CH2:5][CH2:6][CH2:7][C@H:8]2[NH2:13]. (3) Given the reactants C(#N)C.[Br:4][C:5]1[CH:6]=[C:7]([CH:12]=[C:13]([CH2:16][CH2:17][CH2:18][OH:19])[C:14]=1[CH3:15])[C:8]([O:10][CH3:11])=[O:9].S([O-])([O-])(=O)=O.[Na+].[Na+].[F:27][C:28]([F:36])(S(F)(=O)=O)C(O)=O, predict the reaction product. The product is: [Br:4][C:5]1[CH:6]=[C:7]([CH:12]=[C:13]([CH2:16][CH2:17][CH2:18][O:19][CH:28]([F:36])[F:27])[C:14]=1[CH3:15])[C:8]([O:10][CH3:11])=[O:9].